Task: Predict the product of the given reaction.. Dataset: Forward reaction prediction with 1.9M reactions from USPTO patents (1976-2016) Given the reactants [NH2:1][C:2]1[CH:7]=[C:6]([S:8][C:9]([F:12])([F:11])[F:10])[CH:5]=[CH:4][C:3]=1[OH:13].[CH2:14]([S:16][C:17]1[C:18]([C:23](O)=[O:24])=[N:19][CH:20]=[CH:21][CH:22]=1)[CH3:15].CCN=C=NCCCN(C)C.Cl.C(Cl)(Cl)Cl, predict the reaction product. The product is: [CH2:14]([S:16][C:17]1[C:18]([C:23]([NH:1][C:2]2[CH:7]=[C:6]([S:8][C:9]([F:12])([F:10])[F:11])[CH:5]=[CH:4][C:3]=2[OH:13])=[O:24])=[N:19][CH:20]=[CH:21][CH:22]=1)[CH3:15].